From a dataset of Catalyst prediction with 721,799 reactions and 888 catalyst types from USPTO. Predict which catalyst facilitates the given reaction. Reactant: [C:1]([O:5][C:6](=[O:34])[N:7]([CH3:33])[C@H:8]([C:10](=[O:32])[NH:11][C@H:12]1[CH2:18][N:17]([C:19](=[O:26])[CH2:20][CH2:21][CH2:22][C:23](=[O:25])[CH3:24])[C:16]2[CH:27]=[CH:28][CH:29]=[CH:30][C:15]=2[NH:14][C:13]1=[O:31])[CH3:9])([CH3:4])([CH3:3])[CH3:2].[Br:35][C:36]1[CH:37]=[C:38]2[C:43](=[CH:44][CH:45]=1)[C:42]([CH2:46]Cl)=[C:41]([O:48][CH3:49])[CH:40]=[CH:39]2.C([O-])([O-])=O.[Cs+].[Cs+].[Na+].[I-]. Product: [C:1]([O:5][C:6](=[O:34])[N:7]([C@H:8]([C:10](=[O:32])[NH:11][C@@H:12]1[C:13](=[O:31])[N:14]([CH2:46][C:42]2[C:43]3[C:38](=[CH:37][C:36]([Br:35])=[CH:45][CH:44]=3)[CH:39]=[CH:40][C:41]=2[O:48][CH3:49])[C:15]2[CH:30]=[CH:29][CH:28]=[CH:27][C:16]=2[N:17]([C:19](=[O:26])[CH2:20][CH2:21][CH2:22][C:23](=[O:25])[CH3:24])[CH2:18]1)[CH3:9])[CH3:33])([CH3:2])([CH3:3])[CH3:4]. The catalyst class is: 18.